Task: Predict the product of the given reaction.. Dataset: Forward reaction prediction with 1.9M reactions from USPTO patents (1976-2016) (1) The product is: [OH:36][CH:32]([C:31]1[CH:37]=[CH:38][CH:39]=[C:29]([OH:28])[CH:30]=1)[C:33]([NH:14][NH:13][C:11](=[O:12])[C:10]1[C:15]([CH3:27])=[CH:16][C:17]([O:19][CH2:20][C:21]2[CH:26]=[CH:25][CH:24]=[CH:23][CH:22]=2)=[CH:18][C:9]=1[O:8][CH2:1][C:2]1[CH:3]=[CH:4][CH:5]=[CH:6][CH:7]=1)=[O:34]. Given the reactants [CH2:1]([O:8][C:9]1[CH:18]=[C:17]([O:19][CH2:20][C:21]2[CH:26]=[CH:25][CH:24]=[CH:23][CH:22]=2)[CH:16]=[C:15]([CH3:27])[C:10]=1[C:11]([NH:13][NH2:14])=[O:12])[C:2]1[CH:7]=[CH:6][CH:5]=[CH:4][CH:3]=1.[OH:28][C:29]1[CH:30]=[C:31]([CH:37]=[CH:38][CH:39]=1)[CH:32]([OH:36])[C:33](O)=[O:34], predict the reaction product. (2) Given the reactants [CH3:1][O:2][C:3]1[N:8]=[C:7]([NH:9][CH:10]([CH2:13][OH:14])[CH2:11][OH:12])[C:6]([N+:15]([O-:17])=[O:16])=[CH:5][CH:4]=1.C([O-])(O)=O.[Na+].CO[C:25](OC)([CH3:27])[CH3:26], predict the reaction product. The product is: [CH3:26][C:25]1([CH3:27])[O:12][CH2:11][CH:10]([NH:9][C:7]2[C:6]([N+:15]([O-:17])=[O:16])=[CH:5][CH:4]=[C:3]([O:2][CH3:1])[N:8]=2)[CH2:13][O:14]1.